From a dataset of Forward reaction prediction with 1.9M reactions from USPTO patents (1976-2016). Predict the product of the given reaction. (1) Given the reactants C(OC([N:8]1[CH2:13][CH2:12][N:11]([C:14]2[CH:19]=[CH:18][CH:17]=[C:16]([Cl:20])[C:15]=2[O:21][CH3:22])[CH2:10][CH2:9]1)=O)(C)(C)C.C(O)(C(F)(F)F)=O, predict the reaction product. The product is: [Cl:20][C:16]1[C:15]([O:21][CH3:22])=[C:14]([N:11]2[CH2:10][CH2:9][NH:8][CH2:13][CH2:12]2)[CH:19]=[CH:18][CH:17]=1. (2) Given the reactants C(N(CC)CC)C.[CH2:8]([OH:15])[C:9]1[CH:14]=[CH:13][CH:12]=[CH:11][CH:10]=1.Br[C:17]1[CH:26]=[CH:25][C:20]([C:21]([O:23][CH3:24])=[O:22])=[C:19]([F:27])[CH:18]=1.CN(C)[CH:30]=[O:31], predict the reaction product. The product is: [CH2:8]([O:15][C:30]([C:17]1[CH:26]=[CH:25][C:20]([C:21]([O:23][CH3:24])=[O:22])=[C:19]([F:27])[CH:18]=1)=[O:31])[C:9]1[CH:14]=[CH:13][CH:12]=[CH:11][CH:10]=1. (3) The product is: [CH3:20][C:21]1([CH3:23])[CH2:22][O:26][C:25]([C:27]2[CH:36]=[CH:35][C:34]3[C:29](=[CH:30][CH:31]=[CH:32][CH:33]=3)[N:28]=2)=[N:24]1. Given the reactants C1(C)C=CC(S(Cl)(=O)=O)=CC=1.C(N(CC)CC)C.O[CH2:20][C:21]([NH:24][C:25]([C:27]1[CH:36]=[CH:35][C:34]2[C:29](=[CH:30][CH:31]=[CH:32][CH:33]=2)[N:28]=1)=[O:26])([CH3:23])[CH3:22], predict the reaction product.